Dataset: Catalyst prediction with 721,799 reactions and 888 catalyst types from USPTO. Task: Predict which catalyst facilitates the given reaction. (1) Reactant: [C:1]([CH2:3][C:4]([NH:6][CH:7]([C:11]1[CH:16]=[CH:15][C:14]([O:17][CH2:18][CH2:19][N:20]([CH2:23][CH3:24])[CH2:21][CH3:22])=[CH:13][CH:12]=1)[CH2:8][CH2:9][CH3:10])=[O:5])#[N:2].NCCC(O)=O.O.[Br:32][C:33]1[N:38]=[C:37]([CH:39]=O)[CH:36]=[CH:35][CH:34]=1. Product: [Br:32][C:33]1[N:38]=[C:37](/[CH:39]=[C:3](\[C:1]#[N:2])/[C:4]([NH:6][CH:7]([C:11]2[CH:12]=[CH:13][C:14]([O:17][CH2:18][CH2:19][N:20]([CH2:23][CH3:24])[CH2:21][CH3:22])=[CH:15][CH:16]=2)[CH2:8][CH2:9][CH3:10])=[O:5])[CH:36]=[CH:35][CH:34]=1. The catalyst class is: 162. (2) Reactant: [C:1]([C:4]1[C:9]([C:10]2[CH:15]=[CH:14][CH:13]=[CH:12][CH:11]=2)=[N:8][N:7]([C:16]2[CH:21]=[CH:20][CH:19]=[CH:18][CH:17]=2)[C:6](=[O:22])[CH:5]=1)(=[O:3])[CH3:2]. Product: [OH:3][CH:1]([C:4]1[C:9]([C:10]2[CH:15]=[CH:14][CH:13]=[CH:12][CH:11]=2)=[N:8][N:7]([C:16]2[CH:21]=[CH:20][CH:19]=[CH:18][CH:17]=2)[C:6](=[O:22])[CH:5]=1)[CH3:2]. The catalyst class is: 36. (3) Reactant: [CH2:1]([O:8][C:9]([NH:11][CH:12]([C:17]1[CH:22]=[CH:21][CH:20]=[C:19]([O:23][CH2:24][C:25]2[CH:30]=[CH:29][CH:28]=[CH:27][CH:26]=2)[CH:18]=1)[C:13]([O:15]C)=[O:14])=[O:10])[C:2]1[CH:7]=[CH:6][CH:5]=[CH:4][CH:3]=1.[OH-].[Li+]. Product: [CH2:1]([O:8][C:9]([NH:11][CH:12]([C:17]1[CH:22]=[CH:21][CH:20]=[C:19]([O:23][CH2:24][C:25]2[CH:30]=[CH:29][CH:28]=[CH:27][CH:26]=2)[CH:18]=1)[C:13]([OH:15])=[O:14])=[O:10])[C:2]1[CH:7]=[CH:6][CH:5]=[CH:4][CH:3]=1. The catalyst class is: 111. (4) Reactant: [CH3:1][C@@H:2]1[CH2:7][NH:6][CH2:5][CH2:4][NH:3]1.[Li]CCCC.[Si](Cl)(CC)(CC)CC.[C:21](O[C:21]([O:23][C:24]([CH3:27])([CH3:26])[CH3:25])=[O:22])([O:23][C:24]([CH3:27])([CH3:26])[CH3:25])=[O:22]. Product: [CH3:1][C@@H:2]1[CH2:7][NH:6][CH2:5][CH2:4][N:3]1[C:21]([O:23][C:24]([CH3:27])([CH3:26])[CH3:25])=[O:22]. The catalyst class is: 61.